From a dataset of Catalyst prediction with 721,799 reactions and 888 catalyst types from USPTO. Predict which catalyst facilitates the given reaction. (1) Reactant: [Cl:1][C:2]1[N:7]=[C:6]([C:8]2[C:9]3[CH:16]=[C:15]([CH2:17][O:18][C:19]4[CH:24]=[CH:23][C:22]([C@@H:25]([C:32]#[C:33][CH3:34])[CH2:26][C:27]([O:29]CC)=[O:28])=[CH:21][CH:20]=4)[CH:14]=[CH:13][C:10]=3[S:11][CH:12]=2)[C:5]([CH3:35])=[CH:4][CH:3]=1.[Li+].[OH-].Cl. Product: [Cl:1][C:2]1[N:7]=[C:6]([C:8]2[C:9]3[CH:16]=[C:15]([CH2:17][O:18][C:19]4[CH:24]=[CH:23][C:22]([CH:25]([C:32]#[C:33][CH3:34])[CH2:26][C:27]([OH:29])=[O:28])=[CH:21][CH:20]=4)[CH:14]=[CH:13][C:10]=3[S:11][CH:12]=2)[C:5]([CH3:35])=[CH:4][CH:3]=1. The catalyst class is: 14. (2) Reactant: [C:1]1([B:7]([CH:9]([O:16][CH:17]([B:24]([C:26]2[CH:31]=[CH:30][CH:29]=[CH:28][CH:27]=2)[OH:25])[C:18]2[CH:23]=[CH:22][CH:21]=[CH:20][CH:19]=2)[C:10]2[CH:15]=[CH:14][CH:13]=[CH:12][CH:11]=2)[OH:8])[CH:6]=[CH:5][CH:4]=[CH:3][CH:2]=1.O[CH2:33][C:34]1[CH:39]=[CH:38][CH:37]=[CH:36][N:35]=1. Product: [C:1]1([B:7]([CH:9]([O:16][CH:17]([B:24]([C:26]2[CH:27]=[CH:28][CH:29]=[CH:30][CH:31]=2)[O:25][CH2:33][C:34]2[CH:39]=[CH:38][CH:37]=[CH:36][N:35]=2)[C:18]2[CH:19]=[CH:20][CH:21]=[CH:22][CH:23]=2)[C:10]2[CH:15]=[CH:14][CH:13]=[CH:12][CH:11]=2)[O:8][CH2:33][C:34]2[CH:39]=[CH:38][CH:37]=[CH:36][N:35]=2)[CH:2]=[CH:3][CH:4]=[CH:5][CH:6]=1. The catalyst class is: 8. (3) Reactant: [CH3:1][Mg+].[Br-].[Cl:4][C:5]1[CH:6]=[C:7]([C:11]2[O:15][N:14]=[C:13]([CH:16]=[O:17])[CH:12]=2)[CH:8]=[CH:9][CH:10]=1. Product: [Cl:4][C:5]1[CH:6]=[C:7]([C:11]2[O:15][N:14]=[C:13]([CH:16]([OH:17])[CH3:1])[CH:12]=2)[CH:8]=[CH:9][CH:10]=1. The catalyst class is: 1.